Task: Predict the product of the given reaction.. Dataset: Forward reaction prediction with 1.9M reactions from USPTO patents (1976-2016) (1) Given the reactants [C:1]1([C:23]2[CH:28]=[CH:27][CH:26]=[CH:25][CH:24]=2)[CH:6]=[CH:5][C:4]([CH2:7][C@H:8]2[N:12]([CH2:13][C:14]3[CH:19]=[CH:18][C:17](OC)=[CH:16][CH:15]=3)[C:11](=[O:22])[CH2:10][CH2:9]2)=[CH:3][CH:2]=1.[CH3:29]C([O-])(C)C.[K+].[C:35](OC)(=[O:42])[C:36]1[CH:41]=[CH:40][CH:39]=[CH:38][CH:37]=1, predict the reaction product. The product is: [C:35]([C@@H:10]1[CH2:9][CH:8]([CH2:7][C:4]2[CH:5]=[CH:6][C:1]([C:23]3[CH:24]=[CH:25][CH:26]=[CH:27][CH:28]=3)=[CH:2][CH:3]=2)[N:12](/[CH:13]=[CH:14]/[C:15]2[CH:16]=[CH:17][CH:18]=[CH:19][CH:29]=2)[C:11]1=[O:22])(=[O:42])[C:36]1[CH:41]=[CH:40][CH:39]=[CH:38][CH:37]=1. (2) Given the reactants C(OC([NH:11][C:12]1([PH:20]([NH:22][C:23](=[O:32])[CH:24]=[CH:25][C:26]2[CH:31]=[CH:30][CH:29]=[CH:28][CH:27]=2)=[O:21])[CH2:17][CH2:16][CH2:15][N:14]([NH2:18])[C:13]1=[O:19])=O)C1C=CC=CC=1, predict the reaction product. The product is: [NH2:11][C:12]1([PH:20]([NH:22][C:23](=[O:32])[CH2:24][CH2:25][C:26]2[CH:31]=[CH:30][CH:29]=[CH:28][CH:27]=2)=[O:21])[CH2:17][CH2:16][CH2:15][N:14]([NH2:18])[C:13]1=[O:19]. (3) Given the reactants [C:1]([C:4]1[C:5]([C:21](=O)[CH3:22])=[C:6]([CH3:20])[N:7]([C:10]2[CH:15]=[CH:14][C:13]([O:16][CH2:17][CH3:18])=[CH:12][C:11]=2[CH3:19])[C:8]=1[CH3:9])(=O)[CH3:2].[NH2:24][NH2:25], predict the reaction product. The product is: [CH2:17]([O:16][C:13]1[CH:14]=[CH:15][C:10]([N:7]2[C:8]([CH3:9])=[C:4]3[C:5]([C:21]([CH3:22])=[N:24][N:25]=[C:1]3[CH3:2])=[C:6]2[CH3:20])=[C:11]([CH3:19])[CH:12]=1)[CH3:18].